Dataset: Forward reaction prediction with 1.9M reactions from USPTO patents (1976-2016). Task: Predict the product of the given reaction. (1) Given the reactants [OH-].[Na+].C[O:4][C:5](=[O:50])[C:6]1[CH:11]=[CH:10][C:9]([N:12]2[CH2:18][CH2:17][CH2:16][C@H:15]([N:19]([CH2:26][C:27]3[CH:32]=[C:31]([C:33]([F:36])([F:35])[F:34])[CH:30]=[C:29]([C:37]([F:40])([F:39])[F:38])[CH:28]=3)[C:20]3[N:21]=[N:22][N:23]([CH3:25])[N:24]=3)[C:14]3[CH:41]=[C:42]([CH3:49])[C:43]([C:45]([F:48])([F:47])[F:46])=[CH:44][C:13]2=3)=[CH:8][CH:7]=1.Cl, predict the reaction product. The product is: [F:35][C:33]([F:34])([F:36])[C:31]1[CH:32]=[C:27]([CH:28]=[C:29]([C:37]([F:40])([F:38])[F:39])[CH:30]=1)[CH2:26][N:19]([C:20]1[N:21]=[N:22][N:23]([CH3:25])[N:24]=1)[C@H:15]1[CH2:16][CH2:17][CH2:18][N:12]([C:9]2[CH:8]=[CH:7][C:6]([C:5]([OH:50])=[O:4])=[CH:11][CH:10]=2)[C:13]2[CH:44]=[C:43]([C:45]([F:46])([F:47])[F:48])[C:42]([CH3:49])=[CH:41][C:14]1=2. (2) Given the reactants [CH2:1]([O:8][C@@H:9]1[C@@H:14]([O:15][CH2:16][C:17]2[CH:22]=[CH:21][CH:20]=[CH:19][CH:18]=2)[C@H:13]([O:23][CH2:24][C:25]2[CH:30]=[CH:29][CH:28]=[CH:27][CH:26]=2)[C@@H:12]([CH2:31][O:32][CH2:33][C:34]2[CH:39]=[CH:38][CH:37]=[CH:36][CH:35]=2)[O:11][C@H:10]1[O:40][C@@H:41]([C@@H:46]([C@@H:55]([CH2:57][O:58][C:59](=[O:65])[CH2:60][CH2:61][C:62]([CH3:64])=[O:63])[OH:56])[O:47][CH2:48][C:49]1[CH:54]=[CH:53][CH:52]=[CH:51][CH:50]=1)[C:42]([OH:45])=[CH:43][OH:44])[C:2]1[CH:7]=[CH:6][CH:5]=[CH:4][CH:3]=1.CC1(C)OO1.CC(C)=O.[CH2:75]([O:79][P:80]([O-:87])([O:82][CH2:83][CH2:84][CH2:85][CH3:86])=O)[CH2:76][CH2:77][CH3:78].[C:88](Cl)(=[O:93])[C:89]([CH3:92])([CH3:91])[CH3:90], predict the reaction product. The product is: [P:80]([O:44][C@@H:43]1[O:56][C@H:55]([CH2:57][O:58][C:59](=[O:65])[CH2:60][CH2:61][C:62]([CH3:64])=[O:63])[C@@H:46]([O:47][CH2:48][C:49]2[CH:54]=[CH:53][CH:52]=[CH:51][CH:50]=2)[C@H:41]([O:40][C@@H:10]2[O:11][C@H:12]([CH2:31][O:32][CH2:33][C:34]3[CH:35]=[CH:36][CH:37]=[CH:38][CH:39]=3)[C@@H:13]([O:23][CH2:24][C:25]3[CH:30]=[CH:29][CH:28]=[CH:27][CH:26]=3)[C@H:14]([O:15][CH2:16][C:17]3[CH:22]=[CH:21][CH:20]=[CH:19][CH:18]=3)[C@H:9]2[O:8][CH2:1][C:2]2[CH:3]=[CH:4][CH:5]=[CH:6][CH:7]=2)[C@H:42]1[O:45][C:88](=[O:93])[C:89]([CH3:92])([CH3:91])[CH3:90])([O:79][CH2:75][CH2:76][CH2:77][CH3:78])([O:82][CH2:83][CH2:84][CH2:85][CH3:86])=[O:87]. (3) Given the reactants [CH:1]1([C@H:4]([NH2:6])[CH3:5])[CH2:3][CH2:2]1.C([O:9][C:10]([C:12]1[N:13]([CH2:25][CH2:26]Br)[N:14]=[C:15]([CH2:17][O:18][C:19]2[CH:24]=[CH:23][CH:22]=[CH:21][CH:20]=2)[CH:16]=1)=O)C.[I-].[K+], predict the reaction product. The product is: [CH:1]1([C@H:4]([N:6]2[CH2:26][CH2:25][N:13]3[N:14]=[C:15]([CH2:17][O:18][C:19]4[CH:24]=[CH:23][CH:22]=[CH:21][CH:20]=4)[CH:16]=[C:12]3[C:10]2=[O:9])[CH3:5])[CH2:3][CH2:2]1. (4) Given the reactants COC1C=CC(P2(SP(C3C=CC(OC)=CC=3)(=S)S2)=[S:10])=CC=1.[F:23][C:24]1[C:42]([C:43]2[CH:44]=[C:45]3[C:50](=[CH:51][CH:52]=2)[N:49]=[C:48]([NH:53][CH3:54])[N:47]=[CH:46]3)=[C:41]([CH3:55])[CH:40]=[CH:39][C:25]=1[C:26]([NH:28][C:29]1[CH:34]=[CH:33][CH:32]=[C:31]([O:35][CH:36]([CH3:38])[CH3:37])[CH:30]=1)=O, predict the reaction product. The product is: [F:23][C:24]1[C:42]([C:43]2[CH:44]=[C:45]3[C:50](=[CH:51][CH:52]=2)[N:49]=[C:48]([NH:53][CH3:54])[N:47]=[CH:46]3)=[C:41]([CH3:55])[CH:40]=[CH:39][C:25]=1[C:26](=[S:10])[NH:28][C:29]1[CH:34]=[CH:33][CH:32]=[C:31]([O:35][CH:36]([CH3:38])[CH3:37])[CH:30]=1. (5) Given the reactants [CH3:1][O:2][C:3]([C@H:5]1[NH:20][C:19](=[O:21])[C@H:18]([CH:22]([CH3:24])[CH3:23])[NH:17][C:16](=[O:25])[C@@H:15]([NH:26]C(OC(C)(C)C)=O)[CH2:14][C:13]2=[CH:34][CH:35]=[C:10]([CH:11]=[CH:12]2)[O:9][CH2:8][CH2:7][CH2:6]1)=[O:4].[ClH:36], predict the reaction product. The product is: [ClH:36].[CH3:1][O:2][C:3]([C@H:5]1[NH:20][C:19](=[O:21])[C@H:18]([CH:22]([CH3:24])[CH3:23])[NH:17][C:16](=[O:25])[C@@H:15]([NH2:26])[CH2:14][C:13]2=[CH:34][CH:35]=[C:10]([CH:11]=[CH:12]2)[O:9][CH2:8][CH2:7][CH2:6]1)=[O:4]. (6) The product is: [CH3:12][O:11][C:7]1[CH:6]=[C:5]([C:13]2[CH:14]=[C:15]([CH:21]=[CH:22][N:23]=2)[C:16]([OH:18])=[O:17])[CH:4]=[C:3]([O:2][CH3:1])[C:8]=1[O:9][CH3:10]. Given the reactants [CH3:1][O:2][C:3]1[CH:4]=[C:5]([C:13]2[CH:14]=[C:15]([CH:21]=[CH:22][N:23]=2)[C:16]([O:18]CC)=[O:17])[CH:6]=[C:7]([O:11][CH3:12])[C:8]=1[O:9][CH3:10].[OH-].[K+], predict the reaction product.